Dataset: Peptide-MHC class I binding affinity with 185,985 pairs from IEDB/IMGT. Task: Regression. Given a peptide amino acid sequence and an MHC pseudo amino acid sequence, predict their binding affinity value. This is MHC class I binding data. (1) The peptide sequence is LTSSVIGAL. The MHC is HLA-B15:01 with pseudo-sequence HLA-B15:01. The binding affinity (normalized) is 0.677. (2) The peptide sequence is AVYSSSMVK. The MHC is HLA-A31:01 with pseudo-sequence HLA-A31:01. The binding affinity (normalized) is 0.361. (3) The peptide sequence is KEAVNHFHL. The MHC is HLA-B15:17 with pseudo-sequence HLA-B15:17. The binding affinity (normalized) is 0.0847. (4) The peptide sequence is KLADYLLLQ. The MHC is HLA-A80:01 with pseudo-sequence HLA-A80:01. The binding affinity (normalized) is 0.0847. (5) The peptide sequence is RLRPGGKKK. The MHC is HLA-A30:02 with pseudo-sequence HLA-A30:02. The binding affinity (normalized) is 0. (6) The peptide sequence is RMRGAHTNDVK. The MHC is HLA-B07:02 with pseudo-sequence HLA-B07:02. The binding affinity (normalized) is 0. (7) The peptide sequence is LTILDDNLY. The MHC is HLA-A33:01 with pseudo-sequence HLA-A33:01. The binding affinity (normalized) is 0. (8) The binding affinity (normalized) is 0. The MHC is HLA-A31:01 with pseudo-sequence HLA-A31:01. The peptide sequence is EVYEGVWKK. (9) The peptide sequence is ILMIFISSFL. The MHC is HLA-B07:02 with pseudo-sequence HLA-B07:02. The binding affinity (normalized) is 0.101. (10) The peptide sequence is VVYKEAKIK. The MHC is HLA-B08:02 with pseudo-sequence HLA-B08:02. The binding affinity (normalized) is 0.0847.